Dataset: CYP2C9 inhibition data for predicting drug metabolism from PubChem BioAssay. Task: Regression/Classification. Given a drug SMILES string, predict its absorption, distribution, metabolism, or excretion properties. Task type varies by dataset: regression for continuous measurements (e.g., permeability, clearance, half-life) or binary classification for categorical outcomes (e.g., BBB penetration, CYP inhibition). Dataset: cyp2c9_veith. (1) The compound is CC(C)(C[C@@]1(C)NC(=O)NC1=O)OCc1ccccc1. The result is 0 (non-inhibitor). (2) The molecule is CC1=C(C(=O)OCc2ccccc2)C(c2ccc([N+](=O)[O-])cc2)NC(=O)N1CCCCCC(=O)O. The result is 1 (inhibitor). (3) The compound is CCOC(=O)C1CCN(C(=O)c2cccnc2Cl)CC1. The result is 0 (non-inhibitor).